The task is: Predict the reaction yield, written as a fraction of the theoretical maximum amount of product (1.0 means a 100% yield; for example, 0.34 means a 34% yield).. This data is from Reaction yield outcomes from USPTO patents with 853,638 reactions. (1) The reactants are [CH3:1][O:2][C:3](=[O:16])[C:4]1[CH:13]=[C:12](Br)[C:7]([C:8]([O:10][CH3:11])=[O:9])=[CH:6][C:5]=1[NH2:15].[CH3:17][N:18](C=O)C. The product is [CH3:1][O:2][C:3](=[O:16])[C:4]1[CH:13]=[C:12]([C:17]#[N:18])[C:7]([C:8]([O:10][CH3:11])=[O:9])=[CH:6][C:5]=1[NH2:15]. The catalyst is [C-]#N.[Zn+2].[C-]#N.C1C=CC([P]([Pd]([P](C2C=CC=CC=2)(C2C=CC=CC=2)C2C=CC=CC=2)([P](C2C=CC=CC=2)(C2C=CC=CC=2)C2C=CC=CC=2)[P](C2C=CC=CC=2)(C2C=CC=CC=2)C2C=CC=CC=2)(C2C=CC=CC=2)C2C=CC=CC=2)=CC=1. The yield is 0.980. (2) The reactants are [NH2:1][C:2]1[CH:7]=[CH:6][C:5]([C:8]([CH3:23])([C:16]([O:18][C:19]([CH3:22])([CH3:21])[CH3:20])=[O:17])[C:9]([O:11][C:12]([CH3:15])([CH3:14])[CH3:13])=[O:10])=[CH:4][CH:3]=1.[C:24]([O:35][CH3:36])(=[O:34])[CH2:25][CH2:26][CH2:27][CH2:28][CH2:29][CH2:30][C:31]([O-])=[O:32].C(N=C=NCCCN(C)C)C. The catalyst is C(Cl)Cl. The product is [CH3:36][O:35][C:24](=[O:34])[CH2:25][CH2:26][CH2:27][CH2:28][CH2:29][CH2:30][C:31]([NH:1][C:2]1[CH:7]=[CH:6][C:5]([C:8]([CH3:23])([C:9]([O:11][C:12]([CH3:15])([CH3:13])[CH3:14])=[O:10])[C:16]([O:18][C:19]([CH3:22])([CH3:21])[CH3:20])=[O:17])=[CH:4][CH:3]=1)=[O:32]. The yield is 0.852. (3) The reactants are OC(C(F)(F)F)=O.[Br:8][C:9]1[CH:10]=[CH:11][C:12]2[N:13]([C:15]([CH:18]([C:20]3[CH:21]=[CH:22][C:23]4[N:24]([CH:26]=[C:27]([NH2:29])[N:28]=4)[N:25]=3)[CH3:19])=[N:16][N:17]=2)[CH:14]=1.CCN(C(C)C)C(C)C.[CH:39]1([C:42](Cl)=[O:43])[CH2:41][CH2:40]1. The catalyst is C(Cl)Cl. The product is [Br:8][C:9]1[CH:10]=[CH:11][C:12]2[N:13]([C:15]([CH:18]([C:20]3[CH:21]=[CH:22][C:23]4[N:24]([CH:26]=[C:27]([NH:29][C:42]([CH:39]5[CH2:41][CH2:40]5)=[O:43])[N:28]=4)[N:25]=3)[CH3:19])=[N:16][N:17]=2)[CH:14]=1. The yield is 1.00. (4) The reactants are Br[C:2]1[CH:3]=[CH:4][CH:5]=[C:6]2[C:10]=1[NH:9][CH:8]=[CH:7]2.[Li]C(C)(C)C.[CH3:16][S:17]SC. The catalyst is C1COCC1. The product is [CH3:16][S:17][C:2]1[CH:3]=[CH:4][CH:5]=[C:6]2[C:10]=1[NH:9][CH:8]=[CH:7]2. The yield is 0.550. (5) The reactants are [OH:1][C:2]1[CH:7]=[CH:6][C:5]([C:8]2[C:13]([CH3:14])=[N:12][N:11]([C:15]3[CH:20]=[CH:19][CH:18]=[CH:17][N:16]=3)[C:10](=[O:21])[CH:9]=2)=[CH:4][CH:3]=1.[C:22](=[O:25])([O-])[O-:23].[Cs+].[Cs+]. The catalyst is CN(C=O)C. The product is [C:5]([O:23][C:22]([N:16]1[CH2:17][CH2:18][CH:19]([O:1][C:2]2[CH:7]=[CH:6][C:5]([C:8]3[C:13]([CH3:14])=[N:12][N:11]([C:15]4[CH:20]=[CH:19][CH:18]=[CH:17][N:16]=4)[C:10](=[O:21])[CH:9]=3)=[CH:4][CH:3]=2)[CH2:20][CH2:15]1)=[O:25])([CH3:8])([CH3:6])[CH3:4]. The yield is 0.720. (6) The reactants are [Br:1][C:2]1[CH:3]=[C:4]([CH3:11])[C:5]([C:8]([OH:10])=[O:9])=[N:6][CH:7]=1.C(OC(O[C:15]([CH3:18])([CH3:17])[CH3:16])=O)(O[C:15]([CH3:18])([CH3:17])[CH3:16])=O. The catalyst is C1COCC1.CN(C)C1C=CN=CC=1. The product is [Br:1][C:2]1[CH:3]=[C:4]([CH3:11])[C:5]([C:8]([O:10][C:15]([CH3:18])([CH3:17])[CH3:16])=[O:9])=[N:6][CH:7]=1. The yield is 0.980. (7) The reactants are CC1C=CC(S(O[CH2:12][C@@H:13]2[CH2:18][CH2:17][CH2:16][CH2:15][O:14]2)(=O)=O)=CC=1.[C:19]([O-:22])(=[S:21])[CH3:20].[K+]. The catalyst is CN(C=O)C.C(OCC)(=O)C. The product is [O:14]1[CH2:15][CH2:16][CH2:17][CH2:18][C@H:13]1[CH2:12][S:21][C:19](=[O:22])[CH3:20]. The yield is 0.930. (8) The reactants are [CH3:1][C:2]1[C:6]([CH3:7])=[C:5]([NH:8][C:9](=[O:16])OCC(Cl)(Cl)Cl)[O:4][N:3]=1.[F:17][C:18]1[CH:23]=[C:22]([F:24])[CH:21]=[CH:20][C:19]=1[C:25]1[CH:30]=[C:29]([N:31]2[CH2:36][CH2:35][NH:34][CH2:33][CH2:32]2)[N:28]=[CH:27][N:26]=1. The catalyst is C(OCC)(=O)C.CCCCCC. The product is [F:17][C:18]1[CH:23]=[C:22]([F:24])[CH:21]=[CH:20][C:19]=1[C:25]1[N:26]=[CH:27][N:28]=[C:29]([N:31]2[CH2:32][CH2:33][N:34]([C:9]([NH:8][C:5]3[O:4][N:3]=[C:2]([CH3:1])[C:6]=3[CH3:7])=[O:16])[CH2:35][CH2:36]2)[CH:30]=1. The yield is 0.500. (9) The reactants are [Cl:1][C:2]1[CH:7]=[CH:6][C:5]([N:8](C#N)[C:9]([NH2:11])=[NH:10])=[CH:4][CH:3]=1.[CH:14]([NH2:17])(C)C.S.[NH3:19].[CH2:20]1[CH2:24]OC[CH2:21]1. The catalyst is O.O.O.O.O.S([O-])([O-])(=O)=O.[Cu+2].O. The product is [CH3:21][CH:20]([N:19]=[C:14](/[N:10]=[C:9](/[NH:8][C:5]1[CH:4]=[CH:3][C:2]([Cl:1])=[CH:7][CH:6]=1)\[NH2:11])[NH2:17])[CH3:24].[ClH:1]. The yield is 0.790.